Predict the product of the given reaction. From a dataset of Forward reaction prediction with 1.9M reactions from USPTO patents (1976-2016). (1) Given the reactants [C:1]([O:5][C:6]([N:8]1[CH2:13][CH2:12][C:11](=O)[CH2:10][CH2:9]1)=[O:7])([CH3:4])([CH3:3])[CH3:2].[Cl:15][C:16]1[CH:21]=[C:20]([Cl:22])[CH:19]=[CH:18][C:17]=1[N:23]1[C:27]([CH3:28])=[N:26][C:25]([NH2:29])=[N:24]1, predict the reaction product. The product is: [C:1]([O:5][C:6]([N:8]1[CH2:13][CH2:12][CH:11]([NH:29][C:25]2[N:26]=[C:27]([CH3:28])[N:23]([C:17]3[CH:18]=[CH:19][C:20]([Cl:22])=[CH:21][C:16]=3[Cl:15])[N:24]=2)[CH2:10][CH2:9]1)=[O:7])([CH3:4])([CH3:3])[CH3:2]. (2) The product is: [C:1]([O:5][C:6](=[O:7])[NH:8][C:9]1[S:10][CH:11]=[C:12]([CH2:14][C:15]([N:28]2[CH2:27][CH2:26][N:25]([CH:22]3[CH2:23][CH2:24][N:19]([CH3:18])[CH2:20][CH2:21]3)[CH2:30][CH2:29]2)=[O:17])[N:13]=1)([CH3:2])([CH3:3])[CH3:4]. Given the reactants [C:1]([O:5][C:6]([NH:8][C:9]1[S:10][CH:11]=[C:12]([CH2:14][C:15]([OH:17])=O)[N:13]=1)=[O:7])([CH3:4])([CH3:3])[CH3:2].[CH3:18][N:19]1[CH2:24][CH2:23][CH:22]([N:25]2[CH2:30][CH2:29][NH:28][CH2:27][CH2:26]2)[CH2:21][CH2:20]1, predict the reaction product. (3) Given the reactants [CH3:1][O:2][C:3](=[O:22])[C:4]1[CH:9]=[CH:8][C:7]([C:10]([NH:12][CH2:13][C:14]2[CH:19]=[CH:18][CH:17]=[C:16]([NH2:20])[CH:15]=2)=[O:11])=[CH:6][C:5]=1[Br:21].C(=O)([O-])[O-].[Na+].[Na+].[C:29](O[C:29]([O:31][C:32]([CH3:35])([CH3:34])[CH3:33])=[O:30])([O:31][C:32]([CH3:35])([CH3:34])[CH3:33])=[O:30], predict the reaction product. The product is: [CH3:1][O:2][C:3](=[O:22])[C:4]1[CH:9]=[CH:8][C:7]([C:10]([NH:12][CH2:13][C:14]2[CH:19]=[CH:18][CH:17]=[C:16]([NH:20][C:29]([O:31][C:32]([CH3:35])([CH3:34])[CH3:33])=[O:30])[CH:15]=2)=[O:11])=[CH:6][C:5]=1[Br:21].